Task: Predict the reaction yield, written as a fraction of the theoretical maximum amount of product (1.0 means a 100% yield; for example, 0.34 means a 34% yield).. Dataset: Reaction yield outcomes from USPTO patents with 853,638 reactions (1) The reactants are [CH2:1]([NH:8][C@H:9]([CH2:17][OH:18])[CH2:10][C:11]1[CH:16]=[CH:15][CH:14]=[CH:13][CH:12]=1)[C:2]1[CH:7]=[CH:6][CH:5]=[CH:4][CH:3]=1.CO.[C:21](O[C:21]([O:23][C:24]([CH3:27])([CH3:26])[CH3:25])=[O:22])([O:23][C:24]([CH3:27])([CH3:26])[CH3:25])=[O:22]. The catalyst is C(N(CC)CC)C. The product is [C:24]([O:23][C:21]([N:8]([CH2:1][C:2]1[CH:7]=[CH:6][CH:5]=[CH:4][CH:3]=1)[C@H:9]([CH2:17][OH:18])[CH2:10][C:11]1[CH:16]=[CH:15][CH:14]=[CH:13][CH:12]=1)=[O:22])([CH3:27])([CH3:26])[CH3:25]. The yield is 0.970. (2) The reactants are Br[C:2]1[CH:23]=[CH:22][C:5]2[C:6]3[N:7]([CH:11]=[C:12]([C:14]4[N:18]([CH:19]([CH3:21])[CH3:20])[N:17]=[CH:16][N:15]=4)[N:13]=3)[CH2:8][CH2:9][O:10][C:4]=2[CH:3]=1.[Si:24]([O:31][C:32]([CH3:45])([CH3:44])[CH2:33][N:34]1[CH:38]=[C:37]([Sn](C)(C)C)[N:36]=[C:35]1[CH3:43])([C:27]([CH3:30])([CH3:29])[CH3:28])([CH3:26])[CH3:25]. The catalyst is O1CCOCC1.C1C=CC([P]([Pd]([P](C2C=CC=CC=2)(C2C=CC=CC=2)C2C=CC=CC=2)([P](C2C=CC=CC=2)(C2C=CC=CC=2)C2C=CC=CC=2)[P](C2C=CC=CC=2)(C2C=CC=CC=2)C2C=CC=CC=2)(C2C=CC=CC=2)C2C=CC=CC=2)=CC=1. The product is [Si:24]([O:31][C:32]([CH3:45])([CH3:44])[CH2:33][N:34]1[CH:38]=[C:37]([C:2]2[CH:23]=[CH:22][C:5]3[C:6]4[N:7]([CH:11]=[C:12]([C:14]5[N:18]([CH:19]([CH3:21])[CH3:20])[N:17]=[CH:16][N:15]=5)[N:13]=4)[CH2:8][CH2:9][O:10][C:4]=3[CH:3]=2)[N:36]=[C:35]1[CH3:43])([C:27]([CH3:30])([CH3:29])[CH3:28])([CH3:26])[CH3:25]. The yield is 0.460. (3) The reactants are [I:1][C:2]1[CH:3]=[C:4]2[C:8](=[CH:9][CH:10]=1)[NH:7][C:6](=[O:11])[C:5]2=O.[NH:13]([C:15]([C:17]1[CH:22]=[CH:21][C:20]([NH:23][C:24](=[O:31])[C:25]2[CH:30]=[CH:29][CH:28]=[CH:27][CH:26]=2)=[CH:19][CH:18]=1)=[O:16])[NH2:14]. The catalyst is C(O)(=O)C. The product is [I:1][C:2]1[CH:3]=[C:4]2[C:8](=[CH:9][CH:10]=1)[NH:7][C:6](=[O:11])[C:5]2=[N:14][NH:13][C:15]([C:17]1[CH:18]=[CH:19][C:20]([NH:23][C:24](=[O:31])[C:25]2[CH:26]=[CH:27][CH:28]=[CH:29][CH:30]=2)=[CH:21][CH:22]=1)=[O:16]. The yield is 0.890.